This data is from Forward reaction prediction with 1.9M reactions from USPTO patents (1976-2016). The task is: Predict the product of the given reaction. (1) The product is: [F:28][C:29]([F:39])([F:40])[O:30][C:31]1[CH:32]=[C:33]([CH:36]=[CH:37][CH:38]=1)[CH2:34][NH:35][C:13]([C:10]1[S:11][CH:12]=[C:8]([C:5]2[CH:4]=[CH:3][C:2]([Cl:1])=[CH:7][CH:6]=2)[N:9]=1)=[O:15]. Given the reactants [Cl:1][C:2]1[CH:7]=[CH:6][C:5]([C:8]2[N:9]=[C:10]([C:13]([OH:15])=O)[S:11][CH:12]=2)=[CH:4][CH:3]=1.C1N=CN(C(N2C=NC=C2)=O)C=1.[F:28][C:29]([F:40])([F:39])[O:30][C:31]1[CH:32]=[C:33]([CH:36]=[CH:37][CH:38]=1)[CH2:34][NH2:35], predict the reaction product. (2) Given the reactants C([O-])(=O)C.[K+].[F:6][C:7]1[N:8]=[CH:9][C:10]2[C:15]([CH:16]=1)=[CH:14][CH:13]=[C:12](B(O)O)[CH:11]=2.Br[C:21]1[S:25][C:24]([N:26]([CH2:34][C@@H:35]([NH:47][C:48]([O:50][C:51]([CH3:54])([CH3:53])[CH3:52])=[O:49])[CH2:36][C:37]2[CH:38]=[N:39][C:40]([C:43]([F:46])([F:45])[CH3:44])=[CH:41][CH:42]=2)[C:27](=[O:33])[O:28][C:29]([CH3:32])([CH3:31])[CH3:30])=[N:23][C:22]=1[CH2:55][O:56][CH3:57].CC#N, predict the reaction product. The product is: [C:51]([O:50][C:48]([NH:47][C@@H:35]([CH2:36][C:37]1[CH:38]=[N:39][C:40]([C:43]([F:45])([F:46])[CH3:44])=[CH:41][CH:42]=1)[CH2:34][N:26]([C:24]1[S:25][C:21]([C:13]2[CH:14]=[C:15]3[C:10](=[CH:11][CH:12]=2)[CH:9]=[N:8][C:7]([F:6])=[CH:16]3)=[C:22]([CH2:55][O:56][CH3:57])[N:23]=1)[C:27](=[O:33])[O:28][C:29]([CH3:32])([CH3:31])[CH3:30])=[O:49])([CH3:52])([CH3:53])[CH3:54]. (3) Given the reactants [O:1]=[C:2]1[C:10](=[O:11])[C:9]2[C:4](=[CH:5][CH:6]=[C:7]([S:12][CH2:13][CH2:14][CH2:15][C:16]3[CH:26]=[CH:25][C:19]([C:20]([O:22]CC)=[O:21])=[CH:18][CH:17]=3)[CH:8]=2)[N:3]1[CH2:27][CH2:28][CH2:29][CH2:30][CH3:31].C(=O)([O-])[O-].[K+].[K+], predict the reaction product. The product is: [O:1]=[C:2]1[C:10](=[O:11])[C:9]2[C:4](=[CH:5][CH:6]=[C:7]([S:12][CH2:13][CH2:14][CH2:15][C:16]3[CH:17]=[CH:18][C:19]([C:20]([OH:22])=[O:21])=[CH:25][CH:26]=3)[CH:8]=2)[N:3]1[CH2:27][CH2:28][CH2:29][CH2:30][CH3:31]. (4) Given the reactants [CH3:1][O:2][C:3]1[CH:4]=[C:5]([CH:7]=[C:8]([O:10][CH3:11])[CH:9]=1)[NH2:6].[Al+3].[Cl-].[Cl-].[Cl-].[OH:16][C:17]1[CH:26]=[CH:25][C:20]([CH:21]=[CH:22][CH2:23]Cl)=[CH:19][CH:18]=1.CS(C)=[O:29], predict the reaction product. The product is: [CH3:11][O:10][C:8]1[CH:9]=[C:3]([O:2][CH3:1])[CH:4]=[C:5]([NH2:6])[C:7]=1[C:23](=[O:29])[CH2:22][CH2:21][C:20]1[CH:25]=[CH:26][C:17]([OH:16])=[CH:18][CH:19]=1. (5) Given the reactants [Si:1]([O:8][C@H:9]1[CH2:14][CH2:13][C@H:12]([N:15]2[CH:19]=[C:18](B3OC(C)(C)C(C)(C)O3)[CH:17]=[N:16]2)[CH2:11][CH2:10]1)([C:4]([CH3:7])([CH3:6])[CH3:5])([CH3:3])[CH3:2].Br[C:30]1[CH:31]=[C:32]2[C:38]([CH:39]([C:60]3[C:65]([O:66][CH3:67])=[CH:64][CH:63]=[C:62]([F:68])[C:61]=3[Cl:69])[C:40]([F:59])([S:50]([C:53]3[CH:58]=[CH:57][CH:56]=[CH:55][CH:54]=3)(=[O:52])=[O:51])[S:41]([C:44]3[CH:49]=[CH:48][CH:47]=[CH:46][CH:45]=3)(=[O:43])=[O:42])=[CH:37][NH:36][C:33]2=[N:34][CH:35]=1.[F-].[K+], predict the reaction product. The product is: [Si:1]([O:8][C@H:9]1[CH2:14][CH2:13][C@H:12]([N:15]2[CH:19]=[C:18]([C:30]3[CH:31]=[C:32]4[C:38]([CH:39]([C:60]5[C:65]([O:66][CH3:67])=[CH:64][CH:63]=[C:62]([F:68])[C:61]=5[Cl:69])[C:40]([F:59])([S:50]([C:53]5[CH:58]=[CH:57][CH:56]=[CH:55][CH:54]=5)(=[O:51])=[O:52])[S:41]([C:44]5[CH:49]=[CH:48][CH:47]=[CH:46][CH:45]=5)(=[O:42])=[O:43])=[CH:37][NH:36][C:33]4=[N:34][CH:35]=3)[CH:17]=[N:16]2)[CH2:11][CH2:10]1)([C:4]([CH3:5])([CH3:7])[CH3:6])([CH3:3])[CH3:2]. (6) Given the reactants [CH:1]1[CH:6]=[CH:5][C:4]([CH2:7][C:8]2[CH:13]=[CH:12][C:11]([NH2:14])=[CH:10][CH:9]=2)=[CH:3][CH:2]=1.C(OC(=O)C)(=O)C.[N+:22]([O-])([OH:24])=[O:23].Cl.[OH-].[Na+], predict the reaction product. The product is: [CH2:7]([C:8]1[CH:9]=[CH:10][C:11]([NH2:14])=[C:12]([N+:22]([O-:24])=[O:23])[CH:13]=1)[C:4]1[CH:3]=[CH:2][CH:1]=[CH:6][CH:5]=1.